From a dataset of Reaction yield outcomes from USPTO patents with 853,638 reactions. Predict the reaction yield, written as a fraction of the theoretical maximum amount of product (1.0 means a 100% yield; for example, 0.34 means a 34% yield). (1) The reactants are S(=O)(=O)(O)N.P([O-])(O)(O)=O.[Na+].[CH3:12][C:13]([C:16]1[CH:17]=[CH:18][C:19]([OH:24])=[C:20]([CH:23]=1)[CH:21]=[O:22])([CH3:15])[CH3:14].Cl([O-])=[O:26].[Na+].S([O-])([O-])=O.[Na+].[Na+].Cl. The catalyst is O1CCOCC1.O. The product is [CH3:15][C:13]([C:16]1[CH:23]=[C:20]([C:21]([OH:26])=[O:22])[C:19]([OH:24])=[CH:18][CH:17]=1)([CH3:12])[CH3:14]. The yield is 0.774. (2) The reactants are [C:1]1([S:7]([N:10]2[C:14]3=[N:15][CH:16]=[C:17]([F:19])[CH:18]=[C:13]3[CH:12]=[CH:11]2)(=[O:9])=[O:8])[CH:6]=[CH:5][CH:4]=[CH:3][CH:2]=1.C([Li])CCC.CCCCCC.[CH3:31][CH:32]([CH3:36])[CH2:33][CH:34]=[O:35]. The catalyst is O1CCCC1. The product is [C:1]1([S:7]([N:10]2[C:14]3=[N:15][CH:16]=[C:17]([F:19])[CH:18]=[C:13]3[CH:12]=[C:11]2[CH:34]([OH:35])[CH2:33][CH:32]([CH3:36])[CH3:31])(=[O:9])=[O:8])[CH:6]=[CH:5][CH:4]=[CH:3][CH:2]=1. The yield is 0.710. (3) The reactants are [F:1][C:2]1[CH:24]=[CH:23][C:5]([O:6][C:7]2[CH:8]=[C:9]3[C:13](=[CH:14][C:15]=2[C:16]([NH2:18])=[O:17])[N:12]([CH2:19][CH:20]([CH3:22])[CH3:21])[N:11]=[CH:10]3)=[CH:4][CH:3]=1.C(N1C=CN=C1)(N1C=CN=C1)=O.[CH2:37]([N:44]1[CH2:49][CH2:48][CH:47](N)[CH2:46][CH2:45]1)[C:38]1[CH:43]=[CH:42][CH:41]=[CH:40][CH:39]=1. The catalyst is C1COCC1. The product is [CH2:37]([N:44]1[CH2:49][CH2:48][CH:47]([NH:18][C:16]([C:15]2[CH:14]=[C:13]3[C:9]([CH:10]=[N:11][N:12]3[CH2:19][CH:20]([CH3:22])[CH3:21])=[CH:8][C:7]=2[O:6][C:5]2[CH:23]=[CH:24][C:2]([F:1])=[CH:3][CH:4]=2)=[O:17])[CH2:46][CH2:45]1)[C:38]1[CH:43]=[CH:42][CH:41]=[CH:40][CH:39]=1. The yield is 0.970. (4) The reactants are [N:1]1([C:7]([O:9][C:10]([CH3:13])([CH3:12])[CH3:11])=[O:8])[CH2:6][CH2:5][NH:4][CH2:3][CH2:2]1.Br[CH2:15][CH2:16][O:17][CH3:18]. No catalyst specified. The product is [CH3:18][O:17][CH2:16][CH2:15][N:4]1[CH2:5][CH2:6][N:1]([C:7]([O:9][C:10]([CH3:13])([CH3:12])[CH3:11])=[O:8])[CH2:2][CH2:3]1. The yield is 0.890.